Dataset: Catalyst prediction with 721,799 reactions and 888 catalyst types from USPTO. Task: Predict which catalyst facilitates the given reaction. (1) Reactant: [F:1][C:2]([F:23])([F:22])[C:3]1[CH:8]=[CH:7][C:6]([NH:9][NH:10][C:11](=[O:21])[C:12]2[CH:17]=[CH:16][C:15]([N+:18]([O-:20])=[O:19])=[CH:14][CH:13]=2)=[CH:5][CH:4]=1.[C:24](Cl)(Cl)=[O:25].[H][H]. Product: [N+:18]([C:15]1[CH:14]=[CH:13][C:12]([C:11]2[O:21][C:24](=[O:25])[N:9]([C:6]3[CH:5]=[CH:4][C:3]([C:2]([F:22])([F:23])[F:1])=[CH:8][CH:7]=3)[N:10]=2)=[CH:17][CH:16]=1)([O-:20])=[O:19]. The catalyst class is: 50. (2) Reactant: [CH3:1][N:2]([CH3:20])[C:3]([C@@H:5]1[CH2:7][C@H:6]1[C:8]([C:10]1[C:18]2[C:13](=[CH:14][CH:15]=[C:16]([F:19])[CH:17]=2)[NH:12][CH:11]=1)=O)=O.[H-].[Al+3].[Li+].[H-].[H-].[H-]. Product: [F:19][C:16]1[CH:17]=[C:18]2[C:13](=[CH:14][CH:15]=1)[NH:12][CH:11]=[C:10]2[CH2:8][CH:6]1[CH2:7][CH:5]1[CH2:3][N:2]([CH3:1])[CH3:20]. The catalyst class is: 7.